Predict which catalyst facilitates the given reaction. From a dataset of Catalyst prediction with 721,799 reactions and 888 catalyst types from USPTO. (1) Reactant: [CH2:1]([N:3]=[C:4]=[O:5])[CH3:2].[Cl:6][C:7]1[CH:12]=[CH:11][CH:10]=[CH:9][C:8]=1[CH2:13][CH2:14][N:15]([CH3:33])[CH2:16][CH2:17][CH2:18][CH2:19][C:20]([C:22]1[CH:32]=[CH:31][C:25]2[CH2:26][CH2:27][NH:28][CH2:29][CH2:30][C:24]=2[CH:23]=1)=[O:21].O. Product: [ClH:6].[Cl:6][C:7]1[CH:12]=[CH:11][CH:10]=[CH:9][C:8]=1[CH2:13][CH2:14][N:15]([CH3:33])[CH2:16][CH2:17][CH2:18][CH2:19][C:20]([C:22]1[CH:32]=[CH:31][C:25]2[CH2:26][CH2:27][N:28]([C:4]([NH:3][CH2:1][CH3:2])=[O:5])[CH2:29][CH2:30][C:24]=2[CH:23]=1)=[O:21]. The catalyst class is: 7. (2) Reactant: B(F)(F)F.CCOCC.[CH2:10]([C:12]1[C:13]([OH:34])=[CH:14][CH:15]=[C:16]2[C:21]=1[O:20][C:19](=[O:22])[C:18]([NH:23][C:24](=[O:33])[O:25][CH2:26][C:27]1[CH:32]=[CH:31][CH:30]=[CH:29][CH:28]=1)=[CH:17]2)[CH3:11].[CH3:35][O:36][C@H:37]1[C:42]([CH3:44])([CH3:43])[O:41][C@H:40](N=C([O-])C(Cl)(Cl)Cl)[C@@H:39]2[O:52][C:53](=[O:55])[O:54][C@H:38]12.C(N(CC)CC)C. Product: [CH2:10]([C:12]1[C:13]([O:34][C@H:40]2[C@@H:39]3[O:52][C:53](=[O:55])[O:54][C@@H:38]3[C@@H:37]([O:36][CH3:35])[C:42]([CH3:44])([CH3:43])[O:41]2)=[CH:14][CH:15]=[C:16]2[C:21]=1[O:20][C:19](=[O:22])[C:18]([NH:23][C:24](=[O:33])[O:25][CH2:26][C:27]1[CH:32]=[CH:31][CH:30]=[CH:29][CH:28]=1)=[CH:17]2)[CH3:11]. The catalyst class is: 2. (3) Reactant: [CH3:1][C:2]1[C:3]([N+:15]([O-])=O)=[C:4]([S:8]([NH:11][CH:12]([CH3:14])[CH3:13])(=[O:10])=[O:9])[CH:5]=[CH:6][CH:7]=1.[H][H]. Product: [NH2:15][C:3]1[C:2]([CH3:1])=[CH:7][CH:6]=[CH:5][C:4]=1[S:8]([NH:11][CH:12]([CH3:14])[CH3:13])(=[O:10])=[O:9]. The catalyst class is: 63. (4) Reactant: CCOC(/N=N/C(OCC)=O)=O.[S:13]1[CH:17]=[CH:16][CH:15]=[C:14]1[CH2:18][CH2:19][OH:20].[CH3:21][N:22]([CH3:50])[CH2:23][CH2:24][CH2:25][NH:26][S:27]([C:30]1[CH:35]=[CH:34][C:33]([NH:36][C:37]2[N:42]=[C:41]([C:43]3[CH:48]=[CH:47][C:46](O)=[CH:45][CH:44]=3)[CH:40]=[CH:39][N:38]=2)=[CH:32][CH:31]=1)(=[O:29])=[O:28].C1(P(C2C=CC=CC=2)C2C=CC=CC=2)C=CC=CC=1. Product: [CH3:50][N:22]([CH3:21])[CH2:23][CH2:24][CH2:25][NH:26][S:27]([C:30]1[CH:31]=[CH:32][C:33]([NH:36][C:37]2[N:42]=[C:41]([C:43]3[CH:48]=[CH:47][C:46]([O:20][CH2:19][CH2:18][C:14]4[S:13][CH:17]=[CH:16][CH:15]=4)=[CH:45][CH:44]=3)[CH:40]=[CH:39][N:38]=2)=[CH:34][CH:35]=1)(=[O:29])=[O:28]. The catalyst class is: 1. (5) Reactant: [CH3:1][O:2][C:3]1[CH:10]=[C:9]([CH:11]([CH3:14])[CH:12]=O)[CH:8]=[CH:7][C:4]=1[C:5]#[N:6].Cl.[OH:16][CH:17]([C:25]1[CH:34]=[CH:33][C:28]2[C:29](=[O:32])[O:30][CH2:31][C:27]=2[C:26]=1[CH3:35])[CH2:18][N:19]1[CH2:24][CH2:23][NH:22][CH2:21][CH2:20]1.C(O[BH-](OC(=O)C)OC(=O)C)(=O)C.[Na+].Cl. Product: [OH:16][CH:17]([C:25]1[CH:34]=[CH:33][C:28]2[C:29](=[O:32])[O:30][CH2:31][C:27]=2[C:26]=1[CH3:35])[CH2:18][N:19]1[CH2:24][CH2:23][N:22]([CH2:12][CH:11]([C:9]2[CH:8]=[CH:7][C:4]([C:5]#[N:6])=[C:3]([O:2][CH3:1])[CH:10]=2)[CH3:14])[CH2:21][CH2:20]1. The catalyst class is: 4. (6) Reactant: Cl.[OH:2][NH2:3].C(=O)(O)[O-].[Na+].[OH:9][CH2:10][C:11]1[CH:12]=[C:13]([CH:16]=[CH:17][CH:18]=1)[C:14]#[N:15]. Product: [OH:2][N:3]=[C:14]([C:13]1[CH:16]=[CH:17][CH:18]=[C:11]([CH2:10][OH:9])[CH:12]=1)[NH2:15]. The catalyst class is: 5. (7) Reactant: [Cl:1][C:2]1[C:7]([N+:8]([O-])=O)=[CH:6][C:5]([F:11])=[CH:4][N:3]=1.[Cl-].[NH4+].C1COCC1.O. Product: [Cl:1][C:2]1[C:7]([NH2:8])=[CH:6][C:5]([F:11])=[CH:4][N:3]=1. The catalyst class is: 679. (8) Reactant: Cl.[C:2]([C:4]1[CH:11]=[CH:10][C:7]([CH2:8][NH2:9])=[CH:6][CH:5]=1)#[N:3].CCN(CC)CC.[CH3:19][C:20]([O:23][C:24](O[C:24]([O:23][C:20]([CH3:22])([CH3:21])[CH3:19])=[O:25])=[O:25])([CH3:22])[CH3:21]. Product: [C:20]([O:23][C:24](=[O:25])[NH:3][CH2:2][C:4]1[CH:11]=[CH:10][C:7]([C:8]#[N:9])=[CH:6][CH:5]=1)([CH3:22])([CH3:21])[CH3:19]. The catalyst class is: 2.